Dataset: Forward reaction prediction with 1.9M reactions from USPTO patents (1976-2016). Task: Predict the product of the given reaction. (1) The product is: [CH3:4][C:5]1[C:10]([C:11]([OH:13])([CH3:1])[CH3:12])=[CH:9][CH:8]=[CH:7][N:6]=1. Given the reactants [CH3:1][Mg+].[Br-].[CH3:4][C:5]1[C:10]([C:11](=[O:13])[CH3:12])=[CH:9][CH:8]=[CH:7][N:6]=1, predict the reaction product. (2) Given the reactants [N:1]1([C:6]2[CH:7]=[CH:8][C:9]([CH3:25])=[C:10]([CH:24]=2)[C:11]([C:13]2[C:21]([CH3:22])=[CH:20][C:16]([C:17]([OH:19])=[O:18])=[CH:15][C:14]=2[CH3:23])=[O:12])[CH:5]=[CH:4][N:3]=[CH:2]1.S(Cl)(Cl)=O.[CH3:30]O, predict the reaction product. The product is: [N:1]1([C:6]2[CH:7]=[CH:8][C:9]([CH3:25])=[C:10]([CH:24]=2)[C:11]([C:13]2[C:14]([CH3:23])=[CH:15][C:16]([C:17]([O:19][CH3:30])=[O:18])=[CH:20][C:21]=2[CH3:22])=[O:12])[CH:5]=[CH:4][N:3]=[CH:2]1. (3) Given the reactants [N:1]1[CH:6]=[CH:5][CH:4]=[CH:3][C:2]=1[S:7][CH2:8][CH:9]1[CH2:14][CH2:13][CH2:12][N:11](C(OC(C)(C)C)=O)[CH2:10]1.[ClH:22], predict the reaction product. The product is: [ClH:22].[NH:11]1[CH2:12][CH2:13][CH2:14][CH:9]([CH2:8][S:7][C:2]2[CH:3]=[CH:4][CH:5]=[CH:6][N:1]=2)[CH2:10]1. (4) Given the reactants [NH2:1][CH2:2][C:3]1[CH:8]=[CH:7][C:6]([OH:9])=[CH:5][C:4]=1[O:10][CH3:11].Br[CH2:13][CH2:14][CH3:15].[CH3:16][C:17]1([CH3:30])[C@@H:19]2[CH2:20][C:21]3[C:25]([C@H:18]12)=[C:24]([CH3:26])[S:23][C:22]=3[C:27]([OH:29])=O, predict the reaction product. The product is: [CH3:11][O:10][C:4]1[CH:5]=[C:6]([O:9][CH2:13][CH2:14][CH3:15])[CH:7]=[CH:8][C:3]=1[CH2:2][NH:1][C:27]([C:22]1[S:23][C:24]([CH3:26])=[C:25]2[C:21]=1[CH2:20][C@H:19]1[C:17]([CH3:16])([CH3:30])[C@H:18]12)=[O:29].